Dataset: NCI-60 drug combinations with 297,098 pairs across 59 cell lines. Task: Regression. Given two drug SMILES strings and cell line genomic features, predict the synergy score measuring deviation from expected non-interaction effect. (1) Drug 1: C1C(C(OC1N2C=C(C(=O)NC2=O)F)CO)O. Drug 2: CCCCCOC(=O)NC1=NC(=O)N(C=C1F)C2C(C(C(O2)C)O)O. Cell line: SW-620. Synergy scores: CSS=28.6, Synergy_ZIP=0.810, Synergy_Bliss=0.544, Synergy_Loewe=-23.6, Synergy_HSA=0.334. (2) Drug 1: CC(C)NC(=O)C1=CC=C(C=C1)CNNC.Cl. Drug 2: C1CN(P(=O)(OC1)NCCCl)CCCl. Cell line: DU-145. Synergy scores: CSS=6.71, Synergy_ZIP=5.01, Synergy_Bliss=5.30, Synergy_Loewe=2.58, Synergy_HSA=2.49. (3) Drug 1: C1=CN(C(=O)N=C1N)C2C(C(C(O2)CO)O)O.Cl. Drug 2: C1CN(P(=O)(OC1)NCCCl)CCCl. Cell line: NCI-H522. Synergy scores: CSS=30.3, Synergy_ZIP=2.16, Synergy_Bliss=2.56, Synergy_Loewe=-6.61, Synergy_HSA=3.12. (4) Drug 1: C1=CC=C(C=C1)NC(=O)CCCCCCC(=O)NO. Cell line: NCI-H522. Synergy scores: CSS=12.6, Synergy_ZIP=-0.758, Synergy_Bliss=2.83, Synergy_Loewe=4.50, Synergy_HSA=4.45. Drug 2: CCC1(CC2CC(C3=C(CCN(C2)C1)C4=CC=CC=C4N3)(C5=C(C=C6C(=C5)C78CCN9C7C(C=CC9)(C(C(C8N6C)(C(=O)OC)O)OC(=O)C)CC)OC)C(=O)OC)O.OS(=O)(=O)O.